This data is from Forward reaction prediction with 1.9M reactions from USPTO patents (1976-2016). The task is: Predict the product of the given reaction. (1) The product is: [NH2:8][C:5]1[N:6]=[CH:7][C:2]([C:21]2[S:22][C:23]([C:24]([O:26][CH3:27])=[O:25])=[C:19]([N:18]([C:16]([C@H:13]3[CH2:14][CH2:15][C@H:10]([CH3:9])[CH2:11][CH2:12]3)=[O:17])[CH:31]([CH3:33])[CH3:32])[CH:20]=2)=[CH:3][CH:4]=1. Given the reactants I[C:2]1[CH:3]=[CH:4][C:5]([NH2:8])=[N:6][CH:7]=1.[CH3:9][C@H:10]1[CH2:15][CH2:14][C@H:13]([C:16]([N:18]([CH:31]([CH3:33])[CH3:32])[C:19]2[CH:20]=[C:21](B(O)O)[S:22][C:23]=2[C:24]([O:26][CH3:27])=[O:25])=[O:17])[CH2:12][CH2:11]1.[F-].[Cs+], predict the reaction product. (2) Given the reactants [CH2:1]([O:3][C:4](=[O:32])[CH2:5][C:6]1[CH:11]=[CH:10][C:9]([O:12][CH3:13])=[C:8]([O:14][C:15]2[CH:20]=[CH:19][C:18]([N+:21]([O-])=O)=[CH:17][C:16]=2[CH2:24][S:25][C:26]2[CH:31]=[CH:30][CH:29]=[CH:28][CH:27]=2)[CH:7]=1)[CH3:2].[Sn](Cl)Cl.C(Cl)Cl.C(=O)(O)[O-].[Na+], predict the reaction product. The product is: [CH2:1]([O:3][C:4](=[O:32])[CH2:5][C:6]1[CH:11]=[CH:10][C:9]([O:12][CH3:13])=[C:8]([O:14][C:15]2[CH:20]=[CH:19][C:18]([NH2:21])=[CH:17][C:16]=2[CH2:24][S:25][C:26]2[CH:31]=[CH:30][CH:29]=[CH:28][CH:27]=2)[CH:7]=1)[CH3:2]. (3) Given the reactants [Si:1]([O:18][CH:19]1[CH2:22][N:21]([C:23]2[S:24][CH:25]=[C:26]([C:28](=[O:36])[N:29]([CH2:31][CH2:32][N:33]=[N+]=[N-])[CH3:30])[N:27]=2)[CH2:20]1)([C:14]([CH3:17])([CH3:16])[CH3:15])([C:8]1[CH:13]=[CH:12][CH:11]=[CH:10][CH:9]=1)[C:2]1[CH:7]=[CH:6][CH:5]=[CH:4][CH:3]=1.[N+:37]([C:40]1[CH:50]=[CH:49][C:43]([CH2:44][O:45][C:46](Cl)=[O:47])=[CH:42][CH:41]=1)([O-:39])=[O:38].C(N(CC)CC)C, predict the reaction product. The product is: [Si:1]([O:18][CH:19]1[CH2:22][N:21]([C:23]2[S:24][CH:25]=[C:26]([C:28](=[O:36])[N:29]([CH3:30])[CH2:31][CH2:32][NH:33][C:46]([O:45][CH2:44][C:43]3[CH:42]=[CH:41][C:40]([N+:37]([O-:39])=[O:38])=[CH:50][CH:49]=3)=[O:47])[N:27]=2)[CH2:20]1)([C:14]([CH3:17])([CH3:16])[CH3:15])([C:8]1[CH:13]=[CH:12][CH:11]=[CH:10][CH:9]=1)[C:2]1[CH:7]=[CH:6][CH:5]=[CH:4][CH:3]=1. (4) Given the reactants Cl.Cl.[NH2:3][CH2:4][C:5]1[CH:10]=[CH:9][N:8]=[C:7]([N:11]2[C:15](=[O:16])[C:14]([C:17]3[CH:18]=[N:19][CH:20]=[CH:21][CH:22]=3)=[CH:13][NH:12]2)[CH:6]=1.C(N(CC)CC)C.[C:30]([Cl:33])(=[O:32])[CH3:31], predict the reaction product. The product is: [ClH:33].[O:16]=[C:15]1[N:11]([C:7]2[CH:6]=[C:5]([CH2:4][NH:3][C:30](=[O:32])[CH3:31])[CH:10]=[CH:9][N:8]=2)[NH:12][CH:13]=[C:14]1[C:17]1[CH:18]=[N:19][CH:20]=[CH:21][CH:22]=1. (5) Given the reactants Br[CH2:2][C:3]([C:5]1[CH:6]=[CH:7][C:8]2[N:9]([CH:11]=[C:12]([C:14]([NH:16][C:17]3[CH:22]=[CH:21][CH:20]=[CH:19][CH:18]=3)=[O:15])[N:13]=2)[CH:10]=1)=O.C([Sn](CCCC)(CCCC)[CH:28]=[CH:29][O:30]CC)CCC, predict the reaction product. The product is: [CH2:29]([O:30][CH:2]=[CH:3][C:5]1[CH:6]=[CH:7][C:8]2[N:9]([CH:11]=[C:12]([C:14]([NH:16][C:17]3[CH:22]=[CH:21][CH:20]=[CH:19][CH:18]=3)=[O:15])[N:13]=2)[CH:10]=1)[CH3:28]. (6) Given the reactants [CH3:1][O:2][C:3]1[CH:8]=[CH:7][C:6]([C:9]2[CH:14]=[CH:13][C:12]([C:15]([O:17]C)=[O:16])=[CH:11][C:10]=2[CH3:19])=[CH:5][C:4]=1[C:20]1[CH:25]=[CH:24][C:23]([C:26]([F:29])([F:28])[F:27])=[CH:22][C:21]=1[CH2:30][N:31]1[CH2:36][CH2:35][C@@H:34]([C:37]2[CH:42]=[CH:41][CH:40]=[CH:39][C:38]=2[O:43][CH3:44])[O:33][C:32]1=[O:45].[OH-].[K+], predict the reaction product. The product is: [CH3:1][O:2][C:3]1[CH:8]=[CH:7][C:6]([C:9]2[CH:14]=[CH:13][C:12]([C:15]([OH:17])=[O:16])=[CH:11][C:10]=2[CH3:19])=[CH:5][C:4]=1[C:20]1[CH:25]=[CH:24][C:23]([C:26]([F:28])([F:29])[F:27])=[CH:22][C:21]=1[CH2:30][N:31]1[CH2:36][CH2:35][C@@H:34]([C:37]2[CH:42]=[CH:41][CH:40]=[CH:39][C:38]=2[O:43][CH3:44])[O:33][C:32]1=[O:45].